From a dataset of Forward reaction prediction with 1.9M reactions from USPTO patents (1976-2016). Predict the product of the given reaction. (1) Given the reactants C(O[CH:5]([C:28]1[CH:29]=[CH:30][C:31]2[N:35]=[C:34]3[S:36][CH2:37][CH2:38][CH2:39][N:33]3[C:32]=2[CH:40]=1)[C:6]1(Br)[C:12](=[O:13])[N:11]2[C@@H:7]1[S:8][CH:9]=[C:10]2[C:14]([O:16]CC1C=CC([N+]([O-])=O)=CC=1)=[O:15])(=O)C.[H][H], predict the reaction product. The product is: [S:36]1[C:34]2=[N:35][C:31]3[CH:30]=[CH:29][C:28](/[CH:5]=[C:6]4\[C@@H:7]5[N:11]([C:12]\4=[O:13])[C:10]([C:14]([OH:16])=[O:15])=[CH:9][S:8]5)=[CH:40][C:32]=3[N:33]2[CH2:39][CH2:38][CH2:37]1. (2) Given the reactants [CH2:1]([O:3][C:4]([C:6]1[C:10]([C:11]2[CH:16]=[CH:15][CH:14]=[CH:13][CH:12]=2)=[C:9](C=O)[NH:8][C:7]=1[CH2:19][CH2:20][NH:21]C(OC(C)(C)C)=O)=[O:5])[CH3:2].FC(F)(F)C(O)=O, predict the reaction product. The product is: [CH2:1]([O:3][C:4]([C:6]1[C:10]([C:11]2[CH:12]=[CH:13][CH:14]=[CH:15][CH:16]=2)=[CH:9][NH:8][C:7]=1[CH2:19][CH2:20][NH2:21])=[O:5])[CH3:2]. (3) Given the reactants Cl.[NH2:2][C:3]1[CH:32]=[CH:31][C:6]2[N:7]([C:10]3[CH:15]=[CH:14][C:13]([NH:16][C:17]([NH:19][C:20]4[CH:25]=[CH:24][C:23]([Cl:26])=[C:22]([C:27]([F:30])([F:29])[F:28])[CH:21]=4)=[O:18])=[CH:12][CH:11]=3)[CH:8]=[N:9][C:5]=2[CH:4]=1.Cl[C:34]([O:36][CH2:37][CH2:38][O:39][CH3:40])=[O:35], predict the reaction product. The product is: [CH3:40][O:39][CH2:38][CH2:37][O:36][C:34](=[O:35])[NH:2][C:3]1[CH:32]=[CH:31][C:6]2[N:7]([C:10]3[CH:15]=[CH:14][C:13]([NH:16][C:17]([NH:19][C:20]4[CH:25]=[CH:24][C:23]([Cl:26])=[C:22]([C:27]([F:29])([F:30])[F:28])[CH:21]=4)=[O:18])=[CH:12][CH:11]=3)[CH:8]=[N:9][C:5]=2[CH:4]=1. (4) Given the reactants [CH:1]1([C:4]2[NH:8][N:7]=[C:6]([NH:9][C:10]3[CH:15]=[CH:14][N:13]=[C:12]([N:16]([CH2:36][CH3:37])[CH:17]([C:19]4[N:20]=[CH:21][C:22]5[N:27](COCC[Si](C)(C)C)[CH:26]=[CH:25][C:23]=5[N:24]=4)[CH3:18])[N:11]=3)[CH:5]=2)[CH2:3][CH2:2]1.C(N)CN.[F-].C([N+](CCCC)(CCCC)CCCC)CCC.CCOC(C)=O, predict the reaction product. The product is: [N:24]1[C:23]2[CH:25]=[CH:26][NH:27][C:22]=2[CH:21]=[N:20][C:19]=1[CH:17]([N:16]([CH2:36][CH3:37])[C:12]1[N:11]=[C:10]([NH:9][C:6]2[CH:5]=[C:4]([CH:1]3[CH2:3][CH2:2]3)[NH:8][N:7]=2)[CH:15]=[CH:14][N:13]=1)[CH3:18]. (5) The product is: [CH2:1]([N:8]1[CH2:12][C@H:11]2[C:14]3[CH:15]=[CH:16][C:17]([O:22][CH2:23][C:24]4[CH:29]=[CH:28][CH:27]=[CH:26][CH:25]=4)=[CH:18][C:19]=3[CH2:20][O:21][C@H:10]2[CH2:9]1)[C:2]1[CH:3]=[CH:4][CH:5]=[CH:6][CH:7]=1. Given the reactants [CH2:1]([N:8]1[C:12](=O)[C@H:11]2[C:14]3[CH:15]=[CH:16][C:17]([O:22][CH2:23][C:24]4[CH:29]=[CH:28][CH:27]=[CH:26][CH:25]=4)=[CH:18][C:19]=3[CH2:20][O:21][C@H:10]2[CH2:9]1)[C:2]1[CH:7]=[CH:6][CH:5]=[CH:4][CH:3]=1.Cl.C([O-])(O)=O.[Na+].C(OCC)(=O)C, predict the reaction product. (6) The product is: [C:7]([O:11][C:12]([NH:14][C@@H:15]([CH2:19][O:20][CH2:2][CH3:3])[C:16]([OH:18])=[O:17])=[O:13])([CH3:10])([CH3:9])[CH3:8]. Given the reactants I[CH2:2][CH3:3].C[O-].[Na+].[C:7]([O:11][C:12]([NH:14][C@@H:15]([CH2:19][OH:20])[C:16]([OH:18])=[O:17])=[O:13])([CH3:10])([CH3:9])[CH3:8], predict the reaction product. (7) Given the reactants Br[C:2]1[CH:10]=[CH:9][C:5]2[NH:6][CH:7]=[N:8][C:4]=2[CH:3]=1.[N+:11]([C:14]1[CH:19]=[CH:18][CH:17]=[CH:16][C:15]=1B(O)O)([O-:13])=[O:12].[OH-].[Na+], predict the reaction product. The product is: [N+:11]([C:14]1[CH:19]=[CH:18][CH:17]=[CH:16][C:15]=1[C:2]1[CH:10]=[CH:9][C:5]2[NH:6][CH:7]=[N:8][C:4]=2[CH:3]=1)([O-:13])=[O:12]. (8) Given the reactants CN(C(ON1N=NC2C=CC=CC1=2)=[N+](C)C)C.[B-](F)(F)(F)F.CN1CCOCC1.[F:30][C:31]1[CH:51]=[CH:50][CH:49]=[C:48]([F:52])[C:32]=1[CH2:33][O:34][C:35]1[C:36]2[N:37]([C:41]([C:45](O)=[O:46])=[C:42]([CH3:44])[N:43]=2)[CH:38]=[CH:39][CH:40]=1.Cl.[NH2:54][CH2:55][CH:56]1[CH2:65][CH2:64][C:63]2[C:58](=[CH:59][CH:60]=[CH:61][CH:62]=2)[N:57]1[C:66]([O:68][C:69]([CH3:72])([CH3:71])[CH3:70])=[O:67], predict the reaction product. The product is: [F:30][C:31]1[CH:51]=[CH:50][CH:49]=[C:48]([F:52])[C:32]=1[CH2:33][O:34][C:35]1[C:36]2[N:37]([C:41]([C:45]([NH:54][CH2:55][CH:56]3[CH2:65][CH2:64][C:63]4[C:58](=[CH:59][CH:60]=[CH:61][CH:62]=4)[N:57]3[C:66]([O:68][C:69]([CH3:72])([CH3:71])[CH3:70])=[O:67])=[O:46])=[C:42]([CH3:44])[N:43]=2)[CH:38]=[CH:39][CH:40]=1.